Dataset: Forward reaction prediction with 1.9M reactions from USPTO patents (1976-2016). Task: Predict the product of the given reaction. (1) Given the reactants [H-].[Na+].[CH2:3]([O:10][CH2:11][CH2:12][O:13][CH2:14][CH2:15][O:16][CH2:17][CH2:18][O:19][CH2:20][CH2:21][O:22][CH2:23][CH2:24][O:25][CH2:26][CH2:27][OH:28])[C:4]1[CH:9]=[CH:8][CH:7]=[CH:6][CH:5]=1.CS(O[CH2:34][CH2:35][CH2:36][CH2:37][CH2:38][C:39]([O:41][CH2:42][CH3:43])=[O:40])(=O)=O, predict the reaction product. The product is: [CH2:42]([O:41][C:39](=[O:40])[CH2:38][CH2:37][CH2:36][CH2:35][CH2:34][O:28][CH2:27][CH2:26][O:25][CH2:24][CH2:23][O:22][CH2:21][CH2:20][O:19][CH2:18][CH2:17][O:16][CH2:15][CH2:14][O:13][CH2:12][CH2:11][O:10][CH2:3][C:4]1[CH:5]=[CH:6][CH:7]=[CH:8][CH:9]=1)[CH3:43]. (2) Given the reactants [CH3:1][N:2]1[CH2:7][CH2:6][N:5]([C:8]2[CH:13]=[N:12][C:11]([N+:14]([O-])=O)=[CH:10][N:9]=2)[CH2:4][CH2:3]1, predict the reaction product. The product is: [CH3:1][N:2]1[CH2:3][CH2:4][N:5]([C:8]2[CH:13]=[N:12][C:11]([NH2:14])=[CH:10][N:9]=2)[CH2:6][CH2:7]1. (3) Given the reactants [C:1]12([NH:11][S:12]([C:15]3[CH:20]=[CH:19][C:18](Br)=[CH:17][N:16]=3)(=[O:14])=[O:13])[CH2:10][CH:5]3[CH2:6][CH:7]([CH2:9][CH:3]([CH2:4]3)[CH2:2]1)[CH2:8]2.[B:22]1([B:22]2[O:26][C:25]([CH3:28])([CH3:27])[C:24]([CH3:30])([CH3:29])[O:23]2)[O:26][C:25]([CH3:28])([CH3:27])[C:24]([CH3:30])([CH3:29])[O:23]1.C([O-])(=O)C.[K+], predict the reaction product. The product is: [C:1]12([NH:11][S:12]([C:15]3[CH:20]=[CH:19][C:18]([B:22]4[O:26][C:25]([CH3:28])([CH3:27])[C:24]([CH3:30])([CH3:29])[O:23]4)=[CH:17][N:16]=3)(=[O:14])=[O:13])[CH2:10][CH:5]3[CH2:6][CH:7]([CH2:9][CH:3]([CH2:4]3)[CH2:2]1)[CH2:8]2.